From a dataset of Reaction yield outcomes from USPTO patents with 853,638 reactions. Predict the reaction yield, written as a fraction of the theoretical maximum amount of product (1.0 means a 100% yield; for example, 0.34 means a 34% yield). (1) The reactants are Br[C:2]1[CH:33]=[CH:32][C:5]([C:6]([NH:8][CH2:9][CH:10]([CH3:31])[CH2:11][C:12]([NH:14][C:15]2[CH:16]=[C:17]3[C:22](=[CH:23][CH:24]=2)[N:21]([CH2:25][CH3:26])[C:20](=[O:27])[N:19]([CH2:28][CH3:29])[C:18]3=[O:30])=[O:13])=[O:7])=[CH:4][C:3]=1[Cl:34].[C:35](#[N:37])C. The catalyst is CN1CCOCC1.[Cl-].[Na+].O.[C-]#N.[Zn+2].[C-]#N.C1C=CC([P]([Pd]([P](C2C=CC=CC=2)(C2C=CC=CC=2)C2C=CC=CC=2)([P](C2C=CC=CC=2)(C2C=CC=CC=2)C2C=CC=CC=2)[P](C2C=CC=CC=2)(C2C=CC=CC=2)C2C=CC=CC=2)(C2C=CC=CC=2)C2C=CC=CC=2)=CC=1. The product is [Cl:34][C:3]1[CH:4]=[C:5]([CH:32]=[CH:33][C:2]=1[C:35]#[N:37])[C:6]([NH:8][CH2:9][CH:10]([CH3:31])[CH2:11][C:12]([NH:14][C:15]1[CH:16]=[C:17]2[C:22](=[CH:23][CH:24]=1)[N:21]([CH2:25][CH3:26])[C:20](=[O:27])[N:19]([CH2:28][CH3:29])[C:18]2=[O:30])=[O:13])=[O:7]. The yield is 0.187. (2) The reactants are [CH2:1]([C:3]1[N:4]=[C:5]([CH2:27][CH2:28][CH3:29])[N:6]([CH2:12][C:13]2[CH:18]=[CH:17][C:16]([C:19]3[C:20]([C:25]#[N:26])=[CH:21][CH:22]=[CH:23][CH:24]=3)=[CH:15][CH:14]=2)[C:7](=[O:11])[C:8]=1[CH:9]=[O:10])[CH3:2].O1C[CH2:33][CH2:32][CH2:31]1. No catalyst specified. The product is [CH2:1]([C:3]1[N:4]=[C:5]([CH2:27][CH2:28][CH3:29])[N:6]([CH2:12][C:13]2[CH:18]=[CH:17][C:16]([C:19]3[C:20]([C:25]#[N:26])=[CH:21][CH:22]=[CH:23][CH:24]=3)=[CH:15][CH:14]=2)[C:7](=[O:11])[C:8]=1[CH:9]([OH:10])[CH:32]([CH3:33])[CH3:31])[CH3:2]. The yield is 0.570.